This data is from Forward reaction prediction with 1.9M reactions from USPTO patents (1976-2016). The task is: Predict the product of the given reaction. (1) Given the reactants [ClH:1].[C:2]([C:4]1([CH3:17])[CH2:9][CH2:8][N:7](C(OC(C)(C)C)=O)[CH2:6][CH2:5]1)#[N:3], predict the reaction product. The product is: [ClH:1].[C:2]([C:4]1([CH3:17])[CH2:9][CH2:8][NH:7][CH2:6][CH2:5]1)#[N:3]. (2) Given the reactants Br[C:2]1[CH:7]=[C:6]([S:8]([CH3:11])(=[O:10])=[O:9])[CH:5]=[CH:4][C:3]=1[CH3:12].[CH3:13][C:14]1([CH3:30])[C:18]([CH3:20])([CH3:19])[O:17][B:16]([B:16]2[O:17][C:18]([CH3:20])([CH3:19])[C:14]([CH3:30])([CH3:13])[O:15]2)[O:15]1.ClCCl.C([O-])(=O)C.[K+], predict the reaction product. The product is: [CH3:13][C:14]1([CH3:30])[C:18]([CH3:20])([CH3:19])[O:17][B:16]([C:2]2[CH:7]=[C:6]([S:8]([CH3:11])(=[O:10])=[O:9])[CH:5]=[CH:4][C:3]=2[CH3:12])[O:15]1. (3) Given the reactants [C:1]([O:5][C:6](=[O:29])[N:7]([CH2:22][C:23]1[CH:28]=[CH:27][CH:26]=[CH:25][CH:24]=1)[CH:8]1[CH2:11][N:10]([S:12]([C:15]2[CH:20]=[CH:19][C:18](F)=[CH:17][CH:16]=2)(=[O:14])=[O:13])[CH2:9]1)([CH3:4])([CH3:3])[CH3:2].[CH2:30]([NH2:34])[CH2:31][CH2:32][CH3:33].C(=O)([O-])[O-].[K+].[K+], predict the reaction product. The product is: [C:1]([O:5][C:6](=[O:29])[N:7]([CH2:22][C:23]1[CH:28]=[CH:27][CH:26]=[CH:25][CH:24]=1)[CH:8]1[CH2:11][N:10]([S:12]([C:15]2[CH:20]=[CH:19][C:18]([NH:34][CH2:30][CH2:31][CH2:32][CH3:33])=[CH:17][CH:16]=2)(=[O:14])=[O:13])[CH2:9]1)([CH3:4])([CH3:3])[CH3:2]. (4) Given the reactants [Cl:1][C:2]1[C:7]([Cl:8])=[CH:6][C:5](C=O)=[CH:4][N:3]=1.[C:11]([CH:16]=P(C1C=CC=CC=1)(C1C=CC=CC=1)C1C=CC=CC=1)([O:13][CH2:14][CH3:15])=[O:12].[C:36]1(C)C=CC=CC=1, predict the reaction product. The product is: [Cl:8][C:7]1[CH:6]=[CH:5][C:4](/[CH:36]=[CH:16]/[C:11]([O:13][CH2:14][CH3:15])=[O:12])=[N:3][C:2]=1[Cl:1]. (5) Given the reactants [NH2:1][C:2]1[N:10]=[CH:9][N:8]=[C:7]2[C:3]=1[N:4]=[CH:5][N:6]2[C@@H:11]1[O:17][C@H:16]([CH2:18][OH:19])[C@@H:14]([OH:15])[C@@H:12]1[OH:13].CO[C:22]1(OC)[CH2:26][CH2:25][CH2:24]O1, predict the reaction product. The product is: [N:1]1([C:2]2[N:10]=[CH:9][N:8]=[C:7]3[C:3]=2[N:4]=[CH:5][N:6]3[C@@H:11]2[O:17][C@H:16]([CH2:18][OH:19])[C@@H:14]([OH:15])[C@@H:12]2[OH:13])[CH:22]=[CH:26][CH:25]=[CH:24]1. (6) Given the reactants [NH2:1][C:2]1[N:7]=[C:6]([O:8][CH2:9][C:10]2[CH:23]=[CH:22][C:13]([CH2:14][NH:15]C(=O)C(F)(F)F)=[CH:12][CH:11]=2)[CH:5]=[CH:4][N:3]=1.CN, predict the reaction product. The product is: [NH2:15][CH2:14][C:13]1[CH:12]=[CH:11][C:10]([CH2:9][O:8][C:6]2[CH:5]=[CH:4][N:3]=[C:2]([NH2:1])[N:7]=2)=[CH:23][CH:22]=1. (7) Given the reactants CO.N.C1(P(C2C=CC=CC=2)C2C=CC=CC=2)C=CC=CC=1.[CH2:23]([NH:26][C:27](=[O:59])[CH:28]([CH:56]([CH3:58])[CH3:57])[CH2:29][CH:30]([OH:55])[CH:31]([N:52]=[N+]=[N-])[CH2:32][CH:33]([CH2:37][C:38]1[CH:43]=[CH:42][C:41]([O:44][CH3:45])=[C:40]([O:46][CH2:47][CH2:48][CH2:49][O:50][CH3:51])[CH:39]=1)[CH:34]([CH3:36])[CH3:35])[C:24]#[CH:25], predict the reaction product. The product is: [CH2:23]([NH:26][C:27](=[O:59])[CH:28]([CH:56]([CH3:58])[CH3:57])[CH2:29][CH:30]([OH:55])[CH:31]([NH2:52])[CH2:32][CH:33]([CH2:37][C:38]1[CH:43]=[CH:42][C:41]([O:44][CH3:45])=[C:40]([O:46][CH2:47][CH2:48][CH2:49][O:50][CH3:51])[CH:39]=1)[CH:34]([CH3:36])[CH3:35])[C:24]#[CH:25]. (8) Given the reactants C(O[C:4](=[O:35])[C:5]([O:10][CH2:11][C:12]([C:27]1[C:32]([F:33])=[CH:31][N:30]=[C:29]([Br:34])[CH:28]=1)([NH:14][S:15]([C:18]1[CH:23]=[CH:22][CH:21]=[CH:20][C:19]=1[N+:24]([O-:26])=[O:25])(=[O:17])=[O:16])[CH3:13])([CH2:8][F:9])[CH2:6][F:7])C.[NH3:36].N.CO, predict the reaction product. The product is: [Br:34][C:29]1[CH:28]=[C:27]([C:12]([NH:14][S:15]([C:18]2[CH:23]=[CH:22][CH:21]=[CH:20][C:19]=2[N+:24]([O-:26])=[O:25])(=[O:16])=[O:17])([CH3:13])[CH2:11][O:10][C:5]([CH2:6][F:7])([CH2:8][F:9])[C:4]([NH2:36])=[O:35])[C:32]([F:33])=[CH:31][N:30]=1. (9) The product is: [F:8][C:7]1[CH:6]=[CH:5][C:4]([OH:9])=[CH:3][C:2]=1[NH:1][C:23]([C:22]1[N:18]([CH3:17])[N:19]=[C:20]([CH3:26])[CH:21]=1)=[O:24]. Given the reactants [NH2:1][C:2]1[CH:3]=[C:4]([OH:9])[CH:5]=[CH:6][C:7]=1[F:8].C(N(CC)CC)C.[CH3:17][N:18]1[C:22]([C:23](Cl)=[O:24])=[CH:21][C:20]([CH3:26])=[N:19]1, predict the reaction product.